This data is from Full USPTO retrosynthesis dataset with 1.9M reactions from patents (1976-2016). The task is: Predict the reactants needed to synthesize the given product. (1) Given the product [NH2:16][CH2:15][C:14]1[CH:13]=[N:12][C:11]([C:9]2[N:10]=[C:6]([NH:5][CH2:4][CH:1]3[CH2:3][CH2:2]3)[S:7][CH:8]=2)=[CH:18][CH:17]=1, predict the reactants needed to synthesize it. The reactants are: [CH:1]1([CH2:4][NH:5][C:6]2[S:7][CH:8]=[C:9]([C:11]3[CH:18]=[CH:17][C:14]([C:15]#[N:16])=[CH:13][N:12]=3)[N:10]=2)[CH2:3][CH2:2]1.N.[H][H]. (2) Given the product [Cl:1][C:2]1[CH:3]=[CH:4][C:5]([CH:6]([N:13]2[CH2:14][CH2:15][N:16]([CH2:19][CH2:20][NH:21][CH2:40][C:32]3[CH:33]=[C:34]([C:35]4[O:36][CH:37]=[CH:38][CH:39]=4)[N:30]([C:24]4[CH:29]=[CH:28][CH:27]=[CH:26][CH:25]=4)[N:31]=3)[CH2:17][CH2:18]2)[C:7]2[CH:8]=[CH:9][CH:10]=[CH:11][CH:12]=2)=[CH:22][CH:23]=1, predict the reactants needed to synthesize it. The reactants are: [Cl:1][C:2]1[CH:23]=[CH:22][C:5]([CH:6]([N:13]2[CH2:18][CH2:17][N:16]([CH2:19][CH2:20][NH2:21])[CH2:15][CH2:14]2)[C:7]2[CH:12]=[CH:11][CH:10]=[CH:9][CH:8]=2)=[CH:4][CH:3]=1.[C:24]1([N:30]2[C:34]([C:35]3[O:36][CH:37]=[CH:38][CH:39]=3)=[CH:33][C:32]([CH:40]=O)=[N:31]2)[CH:29]=[CH:28][CH:27]=[CH:26][CH:25]=1. (3) Given the product [CH3:24][S:25][C:26]([S:27][CH3:28])=[C:9]1[C:8](=[O:12])[C:7]([C:13]2[S:14][CH:15]=[CH:16][CH:17]=2)=[N:6][N:5]([CH2:4][CH2:3][CH:2]([CH3:18])[CH3:1])[C:10]1=[O:11], predict the reactants needed to synthesize it. The reactants are: [CH3:1][CH:2]([CH3:18])[CH2:3][CH2:4][N:5]1[C:10](=[O:11])[CH2:9][C:8](=[O:12])[C:7]([C:13]2[S:14][CH:15]=[CH:16][CH:17]=2)=[N:6]1.F[B-](F)(F)F.[CH3:24][S:25][C:26](=[S+]C)[S:27][CH3:28].O1CCOCC1.N1C=CC=CC=1.